This data is from Reaction yield outcomes from USPTO patents with 853,638 reactions. The task is: Predict the reaction yield, written as a fraction of the theoretical maximum amount of product (1.0 means a 100% yield; for example, 0.34 means a 34% yield). The reactants are [C:1]([C:4]1[N:5]=[C:6]([N:9]2[CH2:12][CH:11]([S:13][C:14]3[C@H:15]([CH3:39])[C@@H:16]4[C@@H:34]([C@H:35]([OH:37])[CH3:36])[C:33](=[O:38])[N:17]4[C:18]=3[C:19]([O:21][CH:22](OC(OC(CC)CC)=O)[CH3:23])=[O:20])[CH2:10]2)[S:7][CH:8]=1)(=[O:3])[NH2:2].C(O)(=O)C.NN.C1(P(OC2[C@H](C)[C@H]3[C@@H]([C@H](O)C)C(=O)N3C=2C(OCC2[CH:75]=[CH:74][C:73]([N+:76]([O-:78])=[O:77])=[CH:72][CH:71]=2)=O)(C2C=CC=CC=2)=O)C=CC=CC=1.[CH:86]([N:89]([CH:92](C)C)[CH2:90][CH3:91])(C)[CH3:87].C(=O)([O-])O.[Na+]. The catalyst is CN(C)C=O.C(#N)C.C(OCC)(=O)C. The product is [CH3:92][N:89]1[CH2:90][CH2:91][N:2]([C:1]([C:4]2[N:5]=[C:6]([N:9]3[CH2:10][CH:11]([S:13][C:14]4[C@H:15]([CH3:39])[C@@H:16]5[C@@H:34]([C@H:35]([OH:37])[CH3:36])[C:33](=[O:38])[N:17]5[C:18]=4[C:19]([O:21][CH2:22][C:23]4[CH:75]=[CH:74][C:73]([N+:76]([O-:78])=[O:77])=[CH:72][CH:71]=4)=[O:20])[CH2:12]3)[S:7][CH:8]=2)=[O:3])[CH2:87][CH2:86]1. The yield is 0.600.